From a dataset of Reaction yield outcomes from USPTO patents with 853,638 reactions. Predict the reaction yield, written as a fraction of the theoretical maximum amount of product (1.0 means a 100% yield; for example, 0.34 means a 34% yield). (1) The reactants are [C:1]([C:4]1[CH:12]=[CH:11][C:7]([C:8](O)=[O:9])=[CH:6][CH:5]=1)(=[O:3])[CH3:2].[CH3:13][NH:14][CH3:15].C(Cl)CCl.C1C=CC2N(O)N=NC=2C=1.CCN(C(C)C)C(C)C. The catalyst is CC#N. The product is [C:1]([C:4]1[CH:12]=[CH:11][C:7]([C:8]([N:14]([CH3:15])[CH3:13])=[O:9])=[CH:6][CH:5]=1)(=[O:3])[CH3:2]. The yield is 0.840. (2) The reactants are CO[C:3](=[O:26])[C:4]1[CH:9]=[CH:8][C:7]([O:10][CH2:11][C:12]2[C:13]([C:18]3[CH:23]=[CH:22][C:21]([F:24])=[C:20]([F:25])[CH:19]=3)=[N:14][O:15][C:16]=2[CH3:17])=[N:6][CH:5]=1.[NH2:27][CH:28]1[CH2:33][CH2:32][O:31][CH2:30][CH2:29]1. No catalyst specified. The product is [F:25][C:20]1[CH:19]=[C:18]([C:13]2[C:12]([CH2:11][O:10][C:7]3[CH:8]=[CH:9][C:4]([C:3]([NH:27][CH:28]4[CH2:33][CH2:32][O:31][CH2:30][CH2:29]4)=[O:26])=[CH:5][N:6]=3)=[C:16]([CH3:17])[O:15][N:14]=2)[CH:23]=[CH:22][C:21]=1[F:24]. The yield is 0.500. (3) The reactants are Br[C:2]1[CH:3]=[CH:4][C:5]2[O:11][CH2:10][CH2:9][N:8]3[CH:12]=[C:13]([C:15]4[N:19]([CH:20]([CH3:22])[CH3:21])[N:18]=[CH:17][N:16]=4)[N:14]=[C:7]3[C:6]=2[CH:23]=1.[N:24]1[CH:29]=[C:28](B(O)O)[CH:27]=[N:26][CH:25]=1.C([O-])([O-])=O.[Cs+].[Cs+].O. The catalyst is O1CCOCC1.C1C=CC(P(C2C=CC=CC=2)[C-]2C=CC=C2)=CC=1.C1C=CC(P(C2C=CC=CC=2)[C-]2C=CC=C2)=CC=1.Cl[Pd]Cl.[Fe+2]. The product is [CH:20]([N:19]1[C:15]([C:13]2[N:14]=[C:7]3[C:6]4[CH:23]=[C:2]([C:28]5[CH:29]=[N:24][CH:25]=[N:26][CH:27]=5)[CH:3]=[CH:4][C:5]=4[O:11][CH2:10][CH2:9][N:8]3[CH:12]=2)=[N:16][CH:17]=[N:18]1)([CH3:22])[CH3:21]. The yield is 0.130. (4) The reactants are O1[C:5]2([CH2:10][CH2:9][C:8](=[CH:11][C:12]3[CH:13]=[C:14]([CH:27]=[CH:28][CH:29]=3)[O:15][C:16]3[N:21]=[C:20]([CH3:22])[C:19]([C:23]([F:26])([F:25])[F:24])=[CH:18][CH:17]=3)[CH2:7][CH2:6]2)[O:4]CC1.Cl. The catalyst is CC(C)=O. The product is [CH3:22][C:20]1[N:21]=[C:16]([O:15][C:14]2[CH:13]=[C:12]([CH:11]=[C:8]3[CH2:7][CH2:6][C:5](=[O:4])[CH2:10][CH2:9]3)[CH:29]=[CH:28][CH:27]=2)[CH:17]=[CH:18][C:19]=1[C:23]([F:26])([F:24])[F:25]. The yield is 0.670. (5) The reactants are [Br:1][C:2]1[CH:3]=[C:4]([N:9]2[C:13](=[O:14])[O:12][N:11]=[C:10]2[C:15]2[C:19]([NH:20][CH2:21][CH2:22][OH:23])=[N:18][O:17][N:16]=2)[CH:5]=[CH:6][C:7]=1[F:8].[CH3:24][S:25](Cl)(=[O:27])=[O:26].C(N(CC)CC)C. The catalyst is C(OCC)(=O)C. The product is [CH3:24][S:25]([O:23][CH2:22][CH2:21][NH:20][C:19]1[C:15]([C:10]2[N:9]([C:4]3[CH:5]=[CH:6][C:7]([F:8])=[C:2]([Br:1])[CH:3]=3)[C:13](=[O:14])[O:12][N:11]=2)=[N:16][O:17][N:18]=1)(=[O:27])=[O:26]. The yield is 1.00. (6) The reactants are [CH3:1][C:2]1[CH:10]=[C:9]([Br:11])[CH:8]=[CH:7][C:3]=1[C:4]([OH:6])=[O:5].[CH2:12](O)[C:13]1[CH:18]=[CH:17][CH:16]=[CH:15][CH:14]=1.N1C=CC=CC=1. The catalyst is O=S(Cl)Cl. The product is [Br:11][C:9]1[CH:8]=[CH:7][C:3]([C:4]([O:6][CH2:12][C:13]2[CH:18]=[CH:17][CH:16]=[CH:15][CH:14]=2)=[O:5])=[C:2]([CH3:1])[CH:10]=1. The yield is 0.800. (7) The reactants are C(O[BH-](OC(=O)C)OC(=O)C)(=O)C.[Na+].[CH3:15][O:16][C:17](=[O:41])[C@@H:18]([NH:22][C:23](=[O:40])[C:24]1[CH:29]=[CH:28][C:27]([C:30]#[C:31][C:32]2[CH:37]=[CH:36][C:35]([CH:38]=O)=[CH:34][CH:33]=2)=[CH:26][CH:25]=1)[C@H:19]([OH:21])[CH3:20].[NH:42]1[CH2:47][CH2:46][O:45][CH2:44][CH2:43]1.C(Cl)Cl.CO. The catalyst is C1COCC1. The product is [CH3:15][O:16][C:17](=[O:41])[C@@H:18]([NH:22][C:23](=[O:40])[C:24]1[CH:29]=[CH:28][C:27]([C:30]#[C:31][C:32]2[CH:37]=[CH:36][C:35]([CH2:38][N:42]3[CH2:47][CH2:46][O:45][CH2:44][CH2:43]3)=[CH:34][CH:33]=2)=[CH:26][CH:25]=1)[C@H:19]([OH:21])[CH3:20]. The yield is 0.860.